Dataset: Full USPTO retrosynthesis dataset with 1.9M reactions from patents (1976-2016). Task: Predict the reactants needed to synthesize the given product. (1) Given the product [CH2:34]([N:3]([CH2:1][CH3:2])[CH2:4]/[CH:5]=[CH:6]\[C:7]1[CH:12]=[C:11]([F:13])[CH:10]=[CH:9][C:8]=1[S:14]([NH:17][C:18]1[CH:26]=[CH:25][C:24]2[N:23]3[CH2:27][CH2:28][CH2:29][CH:22]3[CH2:21][C:20]=2[C:19]=1[C:30]([OH:32])=[O:31])(=[O:15])=[O:16])[CH3:35], predict the reactants needed to synthesize it. The reactants are: [CH2:1]([N:3]([CH2:34][CH3:35])[CH2:4]/[CH:5]=[CH:6]\[C:7]1[CH:12]=[C:11]([F:13])[CH:10]=[CH:9][C:8]=1[S:14]([NH:17][C:18]1[CH:26]=[CH:25][C:24]2[N:23]3[CH2:27][CH2:28][CH2:29][CH:22]3[CH2:21][C:20]=2[C:19]=1[C:30]([O:32]C)=[O:31])(=[O:16])=[O:15])[CH3:2].O.[OH-].[Li+].C(O)=O. (2) The reactants are: [CH:1]1[C:10]2[C:5](=[CH:6][C:7]([C:11]([O:13]C)=[O:12])=[CH:8][CH:9]=2)[CH:4]=[CH:3][C:2]=1[C:15]([O:17]C)=[O:16].C(COC1C=C2C(=CC=1)C=C(C(O)=O)C=C2)OC1C=C2C(=CC=1)C=C(C(O)=O)C=C2. Given the product [CH:1]1[C:10]2[C:5](=[CH:6][C:7]([C:11]([OH:13])=[O:12])=[CH:8][CH:9]=2)[CH:4]=[CH:3][C:2]=1[C:15]([OH:17])=[O:16], predict the reactants needed to synthesize it. (3) Given the product [CH2:1]([O:8][C:9](=[O:22])[CH2:10][C@H:11]([NH:14][C:15]([O:17][C:18]([CH3:19])([CH3:21])[CH3:20])=[O:16])[CH2:12][O:13][Si:32]([C:28]([CH3:31])([CH3:30])[CH3:29])([C:39]1[CH:40]=[CH:41][CH:42]=[CH:43][CH:44]=1)[C:33]1[CH:38]=[CH:37][CH:36]=[CH:35][CH:34]=1)[C:2]1[CH:7]=[CH:6][CH:5]=[CH:4][CH:3]=1, predict the reactants needed to synthesize it. The reactants are: [CH2:1]([O:8][C:9](=[O:22])[CH2:10][C@H:11]([NH:14][C:15]([O:17][C:18]([CH3:21])([CH3:20])[CH3:19])=[O:16])[CH2:12][OH:13])[C:2]1[CH:7]=[CH:6][CH:5]=[CH:4][CH:3]=1.N1C=CN=C1.[C:28]([Si:32](Cl)([C:39]1[CH:44]=[CH:43][CH:42]=[CH:41][CH:40]=1)[C:33]1[CH:38]=[CH:37][CH:36]=[CH:35][CH:34]=1)([CH3:31])([CH3:30])[CH3:29]. (4) Given the product [Br:1][CH2:2][C:3]([NH:5][C:6]1[N:7]=[CH:16][N:11]=[CH:12][N:13]=1)=[O:4], predict the reactants needed to synthesize it. The reactants are: [Br:1][CH2:2][C:3]([NH:5][C:6]1C=CO[N:7]=1)=[O:4].[N:11]1[CH:16]=NC=[N:13][C:12]=1N.